This data is from Catalyst prediction with 721,799 reactions and 888 catalyst types from USPTO. The task is: Predict which catalyst facilitates the given reaction. (1) Reactant: [C:1](N1C=CN=C1)([N:3]1C=CN=C1)=[S:2].[CH2:13]([N:20]1[CH2:25][CH2:24][NH:23][CH2:22][CH2:21]1)[C:14]1[CH:19]=[CH:18][CH:17]=[CH:16][CH:15]=1.N. Product: [CH2:13]([N:20]1[CH2:25][CH2:24][N:23]([C:1](=[S:2])[NH2:3])[CH2:22][CH2:21]1)[C:14]1[CH:15]=[CH:16][CH:17]=[CH:18][CH:19]=1. The catalyst class is: 36. (2) Reactant: Cl.O1CCOCC1.C(OC([N:15]1[CH2:19][C@@H:18]([O:20][C:21](=[O:30])[NH:22][CH2:23][C:24]2[CH:29]=[CH:28][CH:27]=[CH:26][N:25]=2)[C@H:17]([CH2:31][N:32]([CH:49]([CH3:51])[CH3:50])[C:33](=[O:48])[C:34]2[CH:39]=[CH:38][C:37]([O:40][CH3:41])=[C:36]([O:42][CH2:43][CH2:44][CH2:45][O:46][CH3:47])[CH:35]=2)[CH2:16]1)=O)(C)(C)C. Product: [CH:49]([N:32]([CH2:31][C@@H:17]1[CH2:16][NH:15][CH2:19][C@H:18]1[O:20][C:21](=[O:30])[NH:22][CH2:23][C:24]1[CH:29]=[CH:28][CH:27]=[CH:26][N:25]=1)[C:33](=[O:48])[C:34]1[CH:39]=[CH:38][C:37]([O:40][CH3:41])=[C:36]([O:42][CH2:43][CH2:44][CH2:45][O:46][CH3:47])[CH:35]=1)([CH3:51])[CH3:50]. The catalyst class is: 12. (3) Reactant: [Cl:1][C:2]1[CH:7]=[C:6]([C:8]2[CH2:12][C:11]([C:17]3[CH:22]=[C:21]([Cl:23])[C:20]([Cl:24])=[C:19]([Cl:25])[CH:18]=3)([C:13]([F:16])([F:15])[F:14])[O:10][N:9]=2)[CH:5]=[CH:4][C:3]=1[N:26]1[CH2:29][CH:28]([C:30](O)=[O:31])[CH2:27]1.CCN=C=N[CH2:38][CH2:39][CH2:40][N:41](C)C.Cl.Cl.CCN(C(C)C)C(C)C.C1(N)CC1. Product: [CH:40]1([NH:41][C:30]([CH:28]2[CH2:27][N:26]([C:3]3[CH:4]=[CH:5][C:6]([C:8]4[CH2:12][C:11]([C:17]5[CH:22]=[C:21]([Cl:23])[C:20]([Cl:24])=[C:19]([Cl:25])[CH:18]=5)([C:13]([F:14])([F:16])[F:15])[O:10][N:9]=4)=[CH:7][C:2]=3[Cl:1])[CH2:29]2)=[O:31])[CH2:38][CH2:39]1. The catalyst class is: 3. (4) Reactant: Br[C:2]1[C:3]([C:9]2[N:13]([C:14]3[CH:19]=[CH:18][C:17]([F:20])=[C:16]([Cl:21])[CH:15]=3)[N:12]=[CH:11][CH:10]=2)=[CH:4][C:5]([NH2:8])=[N:6][CH:7]=1.[CH3:22][O:23][C:24]1[CH:25]=[C:26]([N:39]2[CH2:44][CH2:43][N:42]([C:45]([O:47][C:48]([CH3:51])([CH3:50])[CH3:49])=[O:46])[CH2:41][CH2:40]2)[CH:27]=[CH:28][C:29]=1B1OC(C)(C)C(C)(C)O1.C([O-])([O-])=O.[Cs+].[Cs+].O1CCOCC1. Product: [NH2:8][C:5]1[N:6]=[CH:7][C:2]([C:29]2[CH:28]=[CH:27][C:26]([N:39]3[CH2:44][CH2:43][N:42]([C:45]([O:47][C:48]([CH3:49])([CH3:50])[CH3:51])=[O:46])[CH2:41][CH2:40]3)=[CH:25][C:24]=2[O:23][CH3:22])=[C:3]([C:9]2[N:13]([C:14]3[CH:19]=[CH:18][C:17]([F:20])=[C:16]([Cl:21])[CH:15]=3)[N:12]=[CH:11][CH:10]=2)[CH:4]=1. The catalyst class is: 103. (5) Reactant: [F:1][C:2]1([F:27])[CH2:4][C:3]1([C:6]1[CH:11]=[C:10]([C:12](OCC)=[O:13])[CH:9]=[C:8]([O:17][CH2:18][CH3:19])[C:7]=1[C:20]1[CH:25]=[CH:24][C:23]([F:26])=[CH:22][CH:21]=1)[CH3:5].[H-].[Al+3].[Li+].[H-].[H-].[H-].O.O.O.O.O.O.O.O.O.O.S([O-])([O-])(=O)=O.[Na+].[Na+]. Product: [F:27][C:2]1([F:1])[CH2:4][C:3]1([C:6]1[CH:11]=[C:10]([CH:12]=[O:13])[CH:9]=[C:8]([O:17][CH2:18][CH3:19])[C:7]=1[C:20]1[CH:21]=[CH:22][C:23]([F:26])=[CH:24][CH:25]=1)[CH3:5]. The catalyst class is: 1. (6) Reactant: C[Al](C)C.Cl.[CH3:6][NH:7][O:8][CH3:9].[CH2:10]([C:13]1[N:14]([CH2:26][CH2:27][CH2:28][C:29](OCC)=[O:30])[C:15]2[C:24]3[CH:23]=[CH:22][CH:21]=[CH:20][C:19]=3[N:18]=[CH:17][C:16]=2[N:25]=1)[CH2:11][CH3:12]. Product: [CH3:9][O:8][N:7]([CH3:6])[C:29](=[O:30])[CH2:28][CH2:27][CH2:26][N:14]1[C:15]2[C:24]3[CH:23]=[CH:22][CH:21]=[CH:20][C:19]=3[N:18]=[CH:17][C:16]=2[N:25]=[C:13]1[CH2:10][CH2:11][CH3:12]. The catalyst class is: 451. (7) Reactant: [OH:1][C:2]1[CH:7]=[C:6]([O:8][CH:9]([C:12]([O:14][CH2:15][CH3:16])=[O:13])[CH2:10][CH3:11])[CH:5]=[CH:4][C:3]=1[C:17]1[N:22]=[C:21]([C:23]2[CH:28]=[CH:27][C:26]([O:29][CH:30]([C:33]([O:35][CH2:36][CH3:37])=[O:34])[CH2:31][CH3:32])=[CH:25][C:24]=2[OH:38])[N:20]=[C:19]([C:39]2[CH:44]=[CH:43][C:42]([O:45][CH:46]([C:49]([O:51][CH2:52][CH3:53])=[O:50])[CH2:47][CH3:48])=[CH:41][C:40]=2[OH:54])[N:18]=1.[CH2:60]([Sn](=O)[CH2:60][CH2:61][CH2:62][CH3:63])[CH2:61][CH2:62][CH3:63].C(O)C[CH2:67][CH2:68][CH2:69][CH2:70][CH2:71][CH3:72].[CH2:74](O)[CH3:75]. Product: [OH:54][C:40]1[CH:41]=[C:42]([O:45][CH:46]([C:49]([O:51][CH2:52][CH2:53][CH2:6][CH2:7][CH2:2][CH2:3][CH2:4][CH3:5])=[O:50])[CH2:47][CH3:48])[CH:43]=[CH:44][C:39]=1[C:19]1[N:20]=[C:21]([C:23]2[CH:28]=[CH:27][C:26]([O:29][CH:30]([C:33]([O:35][CH2:36][CH2:37][CH2:72][CH2:71][CH2:70][CH2:69][CH2:68][CH3:67])=[O:34])[CH2:31][CH3:32])=[CH:25][C:24]=2[OH:38])[N:22]=[C:17]([C:3]2[CH:4]=[CH:5][C:6]([O:8][CH:9]([C:12]([O:14][CH2:15][CH2:16][CH2:74][CH2:75][CH2:60][CH2:61][CH2:62][CH3:63])=[O:13])[CH2:10][CH3:11])=[CH:7][C:2]=2[OH:1])[N:18]=1. The catalyst class is: 113.